Dataset: Reaction yield outcomes from USPTO patents with 853,638 reactions. Task: Predict the reaction yield, written as a fraction of the theoretical maximum amount of product (1.0 means a 100% yield; for example, 0.34 means a 34% yield). (1) The reactants are [C:1]1([C:7]2[NH:8][C:9]3[CH:15]=[CH:14][CH:13]=[CH:12][C:10]=3[N:11]=2)[CH:6]=[CH:5][CH:4]=[CH:3][CH:2]=1.[CH3:16][O:17][C:18]1[CH:23]=[CH:22][C:21](B(O)O)=[CH:20][CH:19]=1.N1C=CC=CC=1. The catalyst is C(Cl)Cl.CCOC(C)=O. The product is [CH3:16][O:17][C:18]1[CH:23]=[CH:22][C:21]([N:11]2[C:10]3[CH:12]=[CH:13][CH:14]=[CH:15][C:9]=3[N:8]=[C:7]2[C:1]2[CH:2]=[CH:3][CH:4]=[CH:5][CH:6]=2)=[CH:20][CH:19]=1. The yield is 0.130. (2) The reactants are Cl[CH2:2][CH2:3][C:4]([C:9]1[CH:14]=[CH:13][CH:12]=[CH:11][CH:10]=1)([OH:8])[CH2:5][CH:6]=[CH2:7].[CH2:15]([NH2:23])[CH2:16][C:17]1[CH:22]=[CH:21][CH:20]=[CH:19][CH:18]=1.C([O-])([O-])=O.[K+].[K+]. The catalyst is CC#N. The product is [CH2:15]([NH:23][CH2:2][CH2:3][C:4]([C:9]1[CH:14]=[CH:13][CH:12]=[CH:11][CH:10]=1)([OH:8])[CH2:5][CH:6]=[CH2:7])[CH2:16][C:17]1[CH:22]=[CH:21][CH:20]=[CH:19][CH:18]=1. The yield is 0.450. (3) The reactants are [CH3:1][CH:2]([CH3:36])[C@H:3]([NH:31][C:32](=[O:35])[O:33][CH3:34])[C:4](=[O:30])[N:5]1[C@H:10]([C:11]2[NH:15][C:14]3[CH:16]=[C:17](B4OC(C)(C)C(C)(C)O4)[CH:18]=[CH:19][C:13]=3[N:12]=2)[C@@H:9]2[CH2:29][C@H:6]1[CH2:7][CH2:8]2.Br[C:38]1[CH:50]=[C:49]2[C:41]([C:42]3[CH:43]=[CH:44][C:45]([C:53]4[NH:57][C:56]([C@@H:58]5[CH2:62][CH2:61][CH2:60][N:59]5[C:63]([O:65][C:66]([CH3:69])([CH3:68])[CH3:67])=[O:64])=[N:55][CH:54]=4)=[CH:46][C:47]=3[C:48]2([F:52])[F:51])=[CH:40][CH:39]=1.C(=O)(O)[O-].[Na+].C1(P(C2C=CC=CC=2)C2C=CC=CC=2)C=CC=CC=1. The catalyst is C([O-])(=O)C.[Pd+2].C([O-])(=O)C.C(COC)OC. The product is [F:52][C:48]1([F:51])[C:47]2[CH:46]=[C:45]([C:53]3[NH:57][C:56]([C@@H:58]4[CH2:62][CH2:61][CH2:60][N:59]4[C:63]([O:65][C:66]([CH3:68])([CH3:67])[CH3:69])=[O:64])=[N:55][CH:54]=3)[CH:44]=[CH:43][C:42]=2[C:41]2[C:49]1=[CH:50][C:38]([C:17]1[CH:18]=[CH:19][C:13]3[N:12]=[C:11]([C@@H:10]4[C@@H:9]5[CH2:29][C@@H:6]([CH2:7][CH2:8]5)[N:5]4[C:4](=[O:30])[C@@H:3]([NH:31][C:32]([O:33][CH3:34])=[O:35])[CH:2]([CH3:36])[CH3:1])[NH:15][C:14]=3[CH:16]=1)=[CH:39][CH:40]=2. The yield is 0.540. (4) The catalyst is C1COCC1. The yield is 0.800. The reactants are [Li+].[BH4-].[I:3][C:4]1[CH:18]=[C:17]([O:19][CH3:20])[C:16]([O:21][CH3:22])=[CH:15][C:5]=1[C:6]([NH:8][CH2:9][C:10](OCC)=[O:11])=[O:7].CO. The product is [OH:11][CH2:10][CH2:9][NH:8][C:6](=[O:7])[C:5]1[CH:15]=[C:16]([O:21][CH3:22])[C:17]([O:19][CH3:20])=[CH:18][C:4]=1[I:3]. (5) The reactants are [C:1]([C:4]1[N:9]=[C:8]([C:10]2[CH:15]=[CH:14][C:13](B(O)O)=[C:12]([Cl:19])[CH:11]=2)[C:7]([CH3:20])=[N:6][C:5]=1[CH3:21])(=[O:3])[NH2:2].[Cl:22][C:23]1[CH:24]=[C:25]([CH2:37][C:38]([O:40][CH3:41])=[O:39])[CH:26]=[CH:27][C:28]=1OS(C(F)(F)F)(=O)=O.P([O-])([O-])([O-])=O.[K+].[K+].[K+].[CH3:50]OCCOC. The catalyst is C(O)C.O.Cl[Pd]Cl.C1(P(C2C=CC=CC=2)[C-]2C=CC=C2)C=CC=CC=1.[C-]1(P(C2C=CC=CC=2)C2C=CC=CC=2)C=CC=C1.[Fe+2]. The product is [C:1]([C:4]1[N:9]=[C:8]([C:10]2[CH:15]=[CH:14][C:13]([C:28]3[CH:27]=[CH:26][C:25]([CH2:37][C:38]([O:40][CH2:41][CH3:50])=[O:39])=[CH:24][C:23]=3[Cl:22])=[C:12]([Cl:19])[CH:11]=2)[C:7]([CH3:20])=[N:6][C:5]=1[CH3:21])(=[O:3])[NH2:2]. The yield is 0.193. (6) The reactants are C[O:2][C:3]1[N:8]=[CH:7][C:6]([N:9]2[C:14](=[O:15])[CH2:13][C:12]([CH3:17])([CH3:16])[CH2:11][C:10]2=[O:18])=[CH:5][CH:4]=1. The catalyst is O1CCCC1. The product is [OH:2][C:3]1[N:8]=[CH:7][C:6]([N:9]2[C:14](=[O:15])[CH2:13][C:12]([CH3:16])([CH3:17])[CH2:11][C:10]2=[O:18])=[CH:5][CH:4]=1. The yield is 0.890. (7) The reactants are [F:1][C:2]1[CH:16]=[CH:15][CH:14]=[CH:13][C:3]=1[O:4][C:5]1[N:10]=[CH:9][C:8]([CH:11]=O)=[CH:7][CH:6]=1.[N+:17]([CH3:20])([O-:19])=[O:18].C([O-])(=O)C.[NH4+].[BH4-].[Na+]. The catalyst is O.C(O)(=O)C. The product is [F:1][C:2]1[CH:16]=[CH:15][CH:14]=[CH:13][C:3]=1[O:4][C:5]1[CH:6]=[CH:7][C:8]([CH2:11][CH2:20][N+:17]([O-:19])=[O:18])=[CH:9][N:10]=1. The yield is 0.610. (8) The reactants are [Cl:1][CH2:2][C:3]([N:5]1[CH2:9][CH2:8][CH2:7][CH2:6]1)=[O:4].[CH3:10][N:11]1[CH:15]=[CH:14][N:13]=[C:12]1[CH3:16].C(#N)C. The catalyst is C(OC)(C)(C)C. The product is [Cl-:1].[N:5]1([C:3](=[O:4])[CH2:2][N:13]2[CH:14]=[CH:15][N+:11]([CH3:10])=[C:12]2[CH3:16])[CH2:9][CH2:8][CH2:7][CH2:6]1. The yield is 0.410.